This data is from NCI-60 drug combinations with 297,098 pairs across 59 cell lines. The task is: Regression. Given two drug SMILES strings and cell line genomic features, predict the synergy score measuring deviation from expected non-interaction effect. (1) Drug 1: COC1=NC(=NC2=C1N=CN2C3C(C(C(O3)CO)O)O)N. Drug 2: CCCCCOC(=O)NC1=NC(=O)N(C=C1F)C2C(C(C(O2)C)O)O. Cell line: MALME-3M. Synergy scores: CSS=-7.39, Synergy_ZIP=1.15, Synergy_Bliss=-6.23, Synergy_Loewe=-6.37, Synergy_HSA=-8.85. (2) Drug 1: C1=NC2=C(N1)C(=S)N=C(N2)N. Drug 2: CC1=C(C(CCC1)(C)C)C=CC(=CC=CC(=CC(=O)O)C)C. Cell line: UACC62. Synergy scores: CSS=30.7, Synergy_ZIP=-7.34, Synergy_Bliss=-2.45, Synergy_Loewe=-2.55, Synergy_HSA=1.11. (3) Drug 1: CC1C(C(CC(O1)OC2CC(CC3=C2C(=C4C(=C3O)C(=O)C5=C(C4=O)C(=CC=C5)OC)O)(C(=O)C)O)N)O.Cl. Drug 2: CN(CCCl)CCCl.Cl. Cell line: UACC-257. Synergy scores: CSS=-4.09, Synergy_ZIP=0.998, Synergy_Bliss=-1.42, Synergy_Loewe=-10.8, Synergy_HSA=-5.29. (4) Drug 1: C1CCC(C1)C(CC#N)N2C=C(C=N2)C3=C4C=CNC4=NC=N3. Drug 2: CC12CCC3C(C1CCC2=O)CC(=C)C4=CC(=O)C=CC34C. Cell line: OVCAR-5. Synergy scores: CSS=22.0, Synergy_ZIP=3.52, Synergy_Bliss=1.86, Synergy_Loewe=-17.2, Synergy_HSA=-1.21. (5) Drug 1: CC1=C2C(C(=O)C3(C(CC4C(C3C(C(C2(C)C)(CC1OC(=O)C(C(C5=CC=CC=C5)NC(=O)OC(C)(C)C)O)O)OC(=O)C6=CC=CC=C6)(CO4)OC(=O)C)OC)C)OC. Drug 2: C1=CC(=CC=C1CC(C(=O)O)N)N(CCCl)CCCl.Cl. Cell line: OVCAR-8. Synergy scores: CSS=64.0, Synergy_ZIP=5.64, Synergy_Bliss=4.05, Synergy_Loewe=2.19, Synergy_HSA=5.00.